This data is from Forward reaction prediction with 1.9M reactions from USPTO patents (1976-2016). The task is: Predict the product of the given reaction. (1) The product is: [N:9]([N:1]1[CH2:5][CH2:4][CH2:3][C@H:2]1[CH2:6][OH:7])=[O:10]. Given the reactants [NH:1]1[CH2:5][CH2:4][CH2:3][C@H:2]1[CH2:6][OH:7].Cl.[N:9]([O-])=[O:10].[Na+].C(=O)([O-])[O-].[Na+].[Na+], predict the reaction product. (2) The product is: [CH3:1][C:2]1[CH:3]=[CH:4][C:5]([N:8]([CH:16]2[CH2:21][CH2:20][N:19]([CH2:22][CH2:23][C:24]3([CH2:30][C:31]([NH:35][CH2:36][CH2:37][CH2:38][C:39]([O:41][CH2:42][CH3:43])=[O:40])=[O:32])[CH2:29][CH2:28][CH2:27][CH2:26][CH2:25]3)[CH2:18][CH2:17]2)[C:9]([C:11]2[O:12][CH:13]=[CH:14][CH:15]=2)=[O:10])=[N:6][CH:7]=1. Given the reactants [CH3:1][C:2]1[CH:3]=[CH:4][C:5]([N:8]([CH:16]2[CH2:21][CH2:20][N:19]([CH2:22][CH2:23][C:24]3([CH2:30][C:31](O)=[O:32])[CH2:29][CH2:28][CH2:27][CH2:26][CH2:25]3)[CH2:18][CH2:17]2)[C:9]([C:11]2[O:12][CH:13]=[CH:14][CH:15]=2)=[O:10])=[N:6][CH:7]=1.Cl.[NH2:35][CH2:36][CH2:37][CH2:38][C:39]([O:41][CH2:42][CH3:43])=[O:40].Cl.C(N=C=NCCCN(C)C)C.O.ON1C2C=CC=CC=2N=N1.C(=O)(O)[O-].[Na+], predict the reaction product. (3) Given the reactants [OH:1][N:2]=[C:3]([C:5]1[C:10]([NH:11][CH2:12][C:13]2[CH:18]=[CH:17][C:16]([O:19][CH3:20])=[CH:15][CH:14]=2)=[N:9][CH:8]=[CH:7][N:6]=1)N.[ClH:21].CS(C)=O.N([O-])=O.[Na+], predict the reaction product. The product is: [OH:1][N:2]=[C:3]([Cl:21])[C:5]1[C:10]([NH:11][CH2:12][C:13]2[CH:18]=[CH:17][C:16]([O:19][CH3:20])=[CH:15][CH:14]=2)=[N:9][CH:8]=[CH:7][N:6]=1. (4) Given the reactants COC1C=CC(C[N:8]([C:18]2[CH:23]=[CH:22][C:21]([C:24]([F:27])([F:26])[F:25])=[C:20]([O:28][CH2:29][CH3:30])[N:19]=2)CC2C=CC(OC)=CC=2)=CC=1.C(O)(C(F)(F)F)=O.C([O-])(O)=O.[Na+], predict the reaction product. The product is: [NH2:8][C:18]1[N:19]=[C:20]([O:28][CH2:29][CH3:30])[C:21]([C:24]([F:27])([F:25])[F:26])=[CH:22][CH:23]=1. (5) Given the reactants C([O:4][C:5]1[C:6]([O:11][CH:12]([C:14]([O:16][CH3:17])=[O:15])[CH3:13])=[N:7][CH:8]=[CH:9][CH:10]=1)(=O)C.C(=O)([O-])[O-].[K+].[K+].CO, predict the reaction product. The product is: [OH:4][C:5]1[C:6]([O:11][CH:12]([C:14]([O:16][CH3:17])=[O:15])[CH3:13])=[N:7][CH:8]=[CH:9][CH:10]=1. (6) Given the reactants I[CH2:2][C@@H:3]([CH3:17])[CH2:4][N:5]1[C:10]2[CH:11]=[C:12]([CH3:15])[CH:13]=[CH:14][C:9]=2[O:8][CH2:7][C:6]1=[O:16].CCN(CC)CC.[CH:25](=[C:29]1[CH2:34][CH2:33][NH:32][CH2:31][CH2:30]1)[CH2:26][CH2:27][CH3:28], predict the reaction product. The product is: [CH:25](=[C:29]1[CH2:34][CH2:33][N:32]([CH2:2][C@@H:3]([CH3:17])[CH2:4][N:5]2[C:10]3[CH:11]=[C:12]([CH3:15])[CH:13]=[CH:14][C:9]=3[O:8][CH2:7][C:6]2=[O:16])[CH2:31][CH2:30]1)[CH2:26][CH2:27][CH3:28]. (7) Given the reactants [Cl:1][C:2]1[CH:7]=[C:6]([C:8]#[C:9][C:10]2[N:11]=[C:12]([CH3:15])[NH:13][CH:14]=2)[CH:5]=[CH:4][N:3]=1.[CH3:16][O:17][C:18]1[CH:19]=[C:20](B(O)O)[CH:21]=[CH:22][CH:23]=1, predict the reaction product. The product is: [Cl:1][C:2]1[CH:7]=[C:6]([C:8]#[C:9][C:10]2[N:11]=[C:12]([CH3:15])[N:13]([C:22]3[CH:21]=[CH:20][CH:19]=[C:18]([O:17][CH3:16])[CH:23]=3)[CH:14]=2)[CH:5]=[CH:4][N:3]=1.